From a dataset of Catalyst prediction with 721,799 reactions and 888 catalyst types from USPTO. Predict which catalyst facilitates the given reaction. (1) Reactant: [CH3:1][O:2][C:3]1[C:12]2[C:7](=[CH:8][CH:9]=[CH:10][CH:11]=2)[C:6]([O:13][CH3:14])=[C:5]([CH3:15])[C:4]=1[CH2:16][CH:17]=[C:18]([CH3:26])[CH2:19][CH2:20][CH:21]=[C:22]([CH3:25])[CH2:23]O.P(Br)(Br)[Br:28]. Product: [Br:28][CH2:23][C:22]([CH3:25])=[CH:21][CH2:20][CH2:19][C:18]([CH3:26])=[CH:17][CH2:16][C:4]1[C:5]([CH3:15])=[C:6]([O:13][CH3:14])[C:7]2[C:12](=[CH:11][CH:10]=[CH:9][CH:8]=2)[C:3]=1[O:2][CH3:1]. The catalyst class is: 1. (2) Reactant: [CH2:1]([O:8][C:9]1[CH:10]=[CH:11][C:12]2[O:16][C:15]([CH:17]([NH:22][C:23]3[CH:28]=[CH:27][C:26]([C:29]([N:31]([CH3:39])[CH2:32][CH2:33][C:34]([O:36]CC)=[O:35])=[O:30])=[CH:25][CH:24]=3)[CH2:18][CH:19]([CH3:21])[CH3:20])=[C:14]([CH3:40])[C:13]=2[CH:41]=1)[C:2]1[CH:7]=[CH:6][CH:5]=[CH:4][CH:3]=1.[OH-].[Na+]. Product: [CH2:1]([O:8][C:9]1[CH:10]=[CH:11][C:12]2[O:16][C:15]([C@@H:17]([NH:22][C:23]3[CH:24]=[CH:25][C:26]([C:29]([N:31]([CH3:39])[CH2:32][CH2:33][C:34]([OH:36])=[O:35])=[O:30])=[CH:27][CH:28]=3)[CH2:18][CH:19]([CH3:21])[CH3:20])=[C:14]([CH3:40])[C:13]=2[CH:41]=1)[C:2]1[CH:3]=[CH:4][CH:5]=[CH:6][CH:7]=1. The catalyst class is: 8. (3) Reactant: [F:1][C:2]1[CH:9]=[CH:8][CH:7]=[CH:6][C:3]=1[CH2:4][NH2:5].CCN=C=NCCCN(C)C.Cl.C1C=CC2N(O)N=NC=2C=1.C(N(CC)C(C)C)(C)C.[NH:41]1[C:45]2=[N:46][CH:47]=[CH:48][C:49]([C:50]3[CH:58]=[CH:57][C:53]([C:54](O)=[O:55])=[CH:52][CH:51]=3)=[C:44]2[CH:43]=[CH:42]1. Product: [F:1][C:2]1[CH:9]=[CH:8][CH:7]=[CH:6][C:3]=1[CH2:4][NH:5][C:54](=[O:55])[C:53]1[CH:52]=[CH:51][C:50]([C:49]2[CH:48]=[CH:47][N:46]=[C:45]3[NH:41][CH:42]=[CH:43][C:44]=23)=[CH:58][CH:57]=1. The catalyst class is: 2.